Task: Token-level Classification. Given an antigen amino acid sequence, predict which amino acid positions are active epitope sites capable of antibody binding. Output is a list of indices for active positions.. Dataset: B-cell epitopes from IEDB database with 3,159 antigens for binding position prediction Given the antigen sequence: MAMMTGRVLLVCALCVLWCGAAVVVSSMPDANSVQSFWRENLIPRWHELLKNECEAEYSKETNLSLKDLAVNCCLHHAMHELCKDLYSRLFKKTEFSNVEGVCKEYAEKPDEVKCRKRQTQPPPATDNSVKLSVPEALGKEGDLGKTPEEASLADPSAKPTKGPPSSPMGGQPANADDVPAPKSEERPVSTRPTNGSREGDTDTITDTDQEEISTSEAESATPTPPVASDNDDSNETDKGTGEKVPNNAPESDGAGTEGKQDENKDANPKETPVEATAMKTDTTPGDSDSSTAVSHTTSPLLLLLLVACAAAAAVVAA, which amino acid positions are active epitope sites? The epitope positions are: [189, 190, 191, 192, 193, 194, 195, 196, 197, 198, 199, 200, 201, 202, 203]. The amino acids at these positions are: STRPTNGSREGDTDT.